This data is from Forward reaction prediction with 1.9M reactions from USPTO patents (1976-2016). The task is: Predict the product of the given reaction. The product is: [N:3]1([C:9]2[C:17]([CH2:18][C:19]3[N:24]=[C:23]([C:25]([OH:27])=[O:26])[CH:22]=[CH:21][CH:20]=3)=[C:12]3[CH:13]=[CH:14][CH:15]=[CH:16][N:11]3[N:10]=2)[CH2:4][CH2:5][O:6][CH2:7][CH2:8]1. Given the reactants [OH-].[K+].[N:3]1([C:9]2[C:17]([CH2:18][C:19]3[N:24]=[C:23]([C:25]([O:27]C)=[O:26])[CH:22]=[CH:21][CH:20]=3)=[C:12]3[CH:13]=[CH:14][CH:15]=[CH:16][N:11]3[N:10]=2)[CH2:8][CH2:7][O:6][CH2:5][CH2:4]1.Cl, predict the reaction product.